Dataset: Reaction yield outcomes from USPTO patents with 853,638 reactions. Task: Predict the reaction yield, written as a fraction of the theoretical maximum amount of product (1.0 means a 100% yield; for example, 0.34 means a 34% yield). (1) The reactants are Cl[C:2]1[N:7]=[C:6]([Cl:8])[C:5]([C:9]([F:12])([F:11])[F:10])=[CH:4][N:3]=1.C(OCC)C.[NH2:18][C:19]1[CH:24]=[CH:23][C:22]([N:25]2[CH2:30][CH2:29][N:28]([C:31]([O:33][C:34]([CH3:37])([CH3:36])[CH3:35])=[O:32])[CH2:27][CH2:26]2)=[CH:21][CH:20]=1.C(N(CC)CC)C. The catalyst is [Cl-].[Cl-].[Zn+2].ClCCCl.CC(O)(C)C. The product is [Cl:8][C:6]1[C:5]([C:9]([F:12])([F:11])[F:10])=[CH:4][N:3]=[C:2]([NH:18][C:19]2[CH:24]=[CH:23][C:22]([N:25]3[CH2:30][CH2:29][N:28]([C:31]([O:33][C:34]([CH3:37])([CH3:36])[CH3:35])=[O:32])[CH2:27][CH2:26]3)=[CH:21][CH:20]=2)[N:7]=1. The yield is 0.980. (2) The reactants are [CH:1]([NH:4][C:5]1[C:10]2[C:11]([C:33]3[N:38]=[C:37]([N:39]4[CH2:44][CH2:43][O:42][CH2:41][CH2:40]4)[CH:36]=[CH:35][N:34]=3)=[N:12][N:13](C(C3C=CC=CC=3)(C3C=CC=CC=3)C3C=CC=CC=3)[C:9]=2[CH:8]=[CH:7][N:6]=1)([CH3:3])[CH3:2].C(NC1C2C([Sn](C)(C)C)=NN(C(C3C=CC=CC=3)(C3C=CC=CC=3)C3C=CC=CC=3)C=2C=CN=1)(C)C.BrC1N=C(N2CCOCC2)C=CN=1.[Li+].[Cl-]. The catalyst is [Cu]I.C1C=CC([P]([Pd]([P](C2C=CC=CC=2)(C2C=CC=CC=2)C2C=CC=CC=2)([P](C2C=CC=CC=2)(C2C=CC=CC=2)C2C=CC=CC=2)[P](C2C=CC=CC=2)(C2C=CC=CC=2)C2C=CC=CC=2)(C2C=CC=CC=2)C2C=CC=CC=2)=CC=1.C1COCC1. The product is [CH:1]([NH:4][C:5]1[C:10]2[C:11]([C:33]3[N:38]=[C:37]([N:39]4[CH2:44][CH2:43][O:42][CH2:41][CH2:40]4)[CH:36]=[CH:35][N:34]=3)=[N:12][NH:13][C:9]=2[CH:8]=[CH:7][N:6]=1)([CH3:3])[CH3:2]. The yield is 0.130. (3) The reactants are C(OC(=O)[NH:7][C@H:8]([C:17](=[O:27])[NH:18][C:19]1[CH:24]=[CH:23][C:22]([C:25]#[CH:26])=[CH:21][CH:20]=1)[C@H:9]([C:11]1[CH:16]=[CH:15][CH:14]=[CH:13][CH:12]=1)[CH3:10])(C)(C)C. The catalyst is C(O)=O. The product is [NH2:7][C@@H:8]([C@H:9]([C:11]1[CH:12]=[CH:13][CH:14]=[CH:15][CH:16]=1)[CH3:10])[C:17]([NH:18][C:19]1[CH:24]=[CH:23][C:22]([C:25]#[CH:26])=[CH:21][CH:20]=1)=[O:27]. The yield is 0.920. (4) The reactants are [N:1]1([C:7]([C:9]2[CH:14]=[C:13]([C:15]([F:18])([F:17])[F:16])[CH:12]=[C:11]([N+:19]([O-:21])=[O:20])[CH:10]=2)=O)[CH2:6][CH2:5][O:4][CH2:3][CH2:2]1. The catalyst is C1COCC1. The product is [N+:19]([C:11]1[CH:10]=[C:9]([CH:14]=[C:13]([C:15]([F:18])([F:17])[F:16])[CH:12]=1)[CH2:7][N:1]1[CH2:2][CH2:3][O:4][CH2:5][CH2:6]1)([O-:21])=[O:20]. The yield is 0.380. (5) The reactants are [Cl:1][C:2]1[CH:7]=[CH:6][CH:5]=[C:4]([F:8])[C:3]=1[C:9]1[NH:10][C:11]2[C:16]([CH:17]=1)=[CH:15][C:14]([C:18]([O:20][CH2:21][CH:22]=[CH2:23])=[O:19])=[CH:13][CH:12]=2.[C:24](O[C:24]([O:26][C:27]([CH3:30])([CH3:29])[CH3:28])=[O:25])([O:26][C:27]([CH3:30])([CH3:29])[CH3:28])=[O:25]. The catalyst is ClCCl.CN(C1C=CN=CC=1)C. The product is [Cl:1][C:2]1[CH:7]=[CH:6][CH:5]=[C:4]([F:8])[C:3]=1[C:9]1[N:10]([C:24]([O:26][C:27]([CH3:30])([CH3:29])[CH3:28])=[O:25])[C:11]2[C:16]([CH:17]=1)=[CH:15][C:14]([C:18]([O:20][CH2:21][CH:22]=[CH2:23])=[O:19])=[CH:13][CH:12]=2. The yield is 0.540. (6) The reactants are Cl[C:2]1[CH:7]=[C:6]([Cl:8])[N:5]=[C:4]([NH2:9])[N:3]=1.[CH3:10][CH:11]1[CH2:15][CH2:14][CH2:13][NH:12]1.C(N(CC)CC)C.O. The catalyst is CN1C(=O)CCC1. The product is [Cl:8][C:6]1[CH:7]=[C:2]([N:12]2[CH2:13][CH2:14][CH2:15][CH:11]2[CH3:10])[N:3]=[C:4]([NH2:9])[N:5]=1. The yield is 0.890.